Task: Regression. Given a peptide amino acid sequence and an MHC pseudo amino acid sequence, predict their binding affinity value. This is MHC class II binding data.. Dataset: Peptide-MHC class II binding affinity with 134,281 pairs from IEDB (1) The binding affinity (normalized) is 0.505. The peptide sequence is STLQVKRKEGMFIDE. The MHC is DRB1_0101 with pseudo-sequence DRB1_0101. (2) The peptide sequence is VRSGGHDYEGLSYRS. The MHC is DRB1_0901 with pseudo-sequence DRB1_0901. The binding affinity (normalized) is 0.306.